This data is from Full USPTO retrosynthesis dataset with 1.9M reactions from patents (1976-2016). The task is: Predict the reactants needed to synthesize the given product. Given the product [CH3:14][O:8][C:7](=[O:9])[C:6]1[CH:10]=[CH:11][C:12]([F:13])=[C:4]([N+:1]([O-:3])=[O:2])[CH:5]=1, predict the reactants needed to synthesize it. The reactants are: [N+:1]([C:4]1[CH:5]=[C:6]([CH:10]=[CH:11][C:12]=1[F:13])[C:7]([OH:9])=[O:8])([O-:3])=[O:2].[CH3:14]I.[OH-].[K+].